Dataset: Reaction yield outcomes from USPTO patents with 853,638 reactions. Task: Predict the reaction yield, written as a fraction of the theoretical maximum amount of product (1.0 means a 100% yield; for example, 0.34 means a 34% yield). (1) The reactants are [Br:1][C:2]1[N:10]=[CH:9][C:8]2[NH:7][C:6]3[N:11]=[CH:12][C:13](I)=[CH:14][C:5]=3[C:4]=2[CH:3]=1.CC1(C)C(C)(C)OB([C:24]2[CH:40]=[CH:39][C:27]([CH2:28][N:29]3[CH2:34][CH2:33][CH:32]([C:35]([F:38])([F:37])[F:36])[CH2:31][CH2:30]3)=[CH:26][CH:25]=2)O1. The catalyst is C(=O)([O-])[O-].[Na+].[Na+]. The product is [Br:1][C:2]1[N:10]=[CH:9][C:8]2[NH:7][C:6]3[N:11]=[CH:12][C:13]([C:24]4[CH:25]=[CH:26][C:27]([CH2:28][N:29]5[CH2:30][CH2:31][CH:32]([C:35]([F:38])([F:36])[F:37])[CH2:33][CH2:34]5)=[CH:39][CH:40]=4)=[CH:14][C:5]=3[C:4]=2[CH:3]=1. The yield is 0.0700. (2) The reactants are [NH2:1][C:2]1[CH:3]=[C:4]([CH:21]=[CH:22][CH:23]=1)[O:5][C:6]1[CH:7]=[CH:8][C:9]2[N:10]([CH:12]=[C:13]([NH:15][C:16](=[O:20])[CH2:17][O:18][CH3:19])[N:14]=2)[N:11]=1.[CH3:24][N:25]1[C:29]([C:30](Cl)=[O:31])=[CH:28][C:27]([CH3:33])=[N:26]1. The catalyst is CN(C)C(=O)C. The product is [CH3:19][O:18][CH2:17][C:16]([NH:15][C:13]1[N:14]=[C:9]2[CH:8]=[CH:7][C:6]([O:5][C:4]3[CH:3]=[C:2]([NH:1][C:30]([C:29]4[N:25]([CH3:24])[N:26]=[C:27]([CH3:33])[CH:28]=4)=[O:31])[CH:23]=[CH:22][CH:21]=3)=[N:11][N:10]2[CH:12]=1)=[O:20]. The yield is 0.640.